From a dataset of Experimentally validated miRNA-target interactions with 360,000+ pairs, plus equal number of negative samples. Binary Classification. Given a miRNA mature sequence and a target amino acid sequence, predict their likelihood of interaction. (1) The miRNA is mmu-miR-34a-5p with sequence UGGCAGUGUCUUAGCUGGUUGU. The protein sequence of the target gene is MTDSKYFTTNKKGEIFELKAELNNEKKEKRKEAVKKVIAAMTVGKDVSSLFPDVVNCMQTDNLELKKLVYLYLMNYAKSQPDMAIMAVNSFVKDCEDPNPLIRALAVRTMGCIRVDKITEYLCEPLRKCLKDEDPYVRKTAAVCVAKLHDINAQMVEDQGFLDSLRDLIADSNPMVVANAVAALSEISESHPNSNLLDLNPQNINKLLTALNECTEWGQIFILDCLSNYNPKDDREAQSICERVTPRLSHANSAVVLSAVKVLMKFLELLPKDSDYYNMLLKKLAPPLVTLLSGEPEVQY.... Result: 0 (no interaction). (2) The miRNA is hsa-miR-17-3p with sequence ACUGCAGUGAAGGCACUUGUAG. The protein sequence of the target gene is MAGPGGWRDREVTDLGHLPDPTGIFSLDKTIGLGTYGRIYLGLHEKTGAFTAVKVMNARKTPLPEIGRRVRVNKYQKSVGWRYSDEEEDLRTELNLLRKYSFHKNIVSFYGAFFKLSPPGQRHQLWMVMELCAAGSVTDVVRMTSNQSLKEDWIAYICREILQGLAHLHAHRVIHRDIKGQNVLLTHNAEVKLVDFGVSAQVSRTNGRRNSFIGTPYWMAPEVIDCDEDPRRSYDYRSDVWSVGITAIEMAEGAPPLCNLQPLEALFVILRESAPTVKSSGWSRKFHNFMEKCTIKNFLF.... Result: 0 (no interaction).